From a dataset of Reaction yield outcomes from USPTO patents with 853,638 reactions. Predict the reaction yield, written as a fraction of the theoretical maximum amount of product (1.0 means a 100% yield; for example, 0.34 means a 34% yield). (1) The reactants are [C:1]([NH:4][CH2:5][CH2:6][C:7]1[CH:25]=[CH:24][CH:23]=[CH:22][C:8]=1[O:9][C:10]1[CH:15]=[CH:14][CH:13]=[CH:12][C:11]=1/[CH:16]=[CH:17]/[C:18]([O:20]C)=[O:19])(=[O:3])[CH3:2].[OH-].[Na+].Cl. The catalyst is C(O)C.[Pd]. The product is [C:1]([NH:4][CH2:5][CH2:6][C:7]1[CH:25]=[CH:24][CH:23]=[CH:22][C:8]=1[O:9][C:10]1[CH:15]=[CH:14][CH:13]=[CH:12][C:11]=1[CH2:16][CH2:17][C:18]([OH:20])=[O:19])(=[O:3])[CH3:2]. The yield is 0.420. (2) The reactants are CS(C)=O.CCN(C(C)C)C(C)C.[F:14][C:15]([F:40])([C:29]1[C:38]2[C:33](=[CH:34][CH:35]=[CH:36][CH:37]=2)[C:32]([F:39])=[CH:31][CH:30]=1)[CH2:16][NH:17][C:18]1[C:19]([F:28])=[C:20]([CH2:25][CH2:26][OH:27])[C:21]([Cl:24])=[CH:22][CH:23]=1. The catalyst is C(Cl)Cl. The product is [F:40][C:15]([F:14])([C:29]1[C:38]2[C:33](=[CH:34][CH:35]=[CH:36][CH:37]=2)[C:32]([F:39])=[CH:31][CH:30]=1)[CH2:16][NH:17][C:18]1[C:19]([F:28])=[C:20]([CH2:25][CH:26]=[O:27])[C:21]([Cl:24])=[CH:22][CH:23]=1. The yield is 1.00. (3) The reactants are [Br:1][C:2]1[C:3]([CH3:20])=[C:4]([N:8]2[CH:17](O)[CH2:16][C:15]3[C:10](=[CH:11][CH:12]=[CH:13][CH:14]=3)[C:9]2=[O:19])[CH:5]=[CH:6][CH:7]=1.C([SiH](CC)CC)C.C(O)(C(F)(F)F)=O. The catalyst is C(Cl)Cl. The product is [Br:1][C:2]1[C:3]([CH3:20])=[C:4]([N:8]2[CH:17]=[CH:16][C:15]3[C:10](=[CH:11][CH:12]=[CH:13][CH:14]=3)[C:9]2=[O:19])[CH:5]=[CH:6][CH:7]=1. The yield is 0.670. (4) The reactants are O.[NH2:2][NH2:3].C([C:6]1[C:7]2[C:21]3[C:16](=[CH:17][CH:18]=[CH:19][CH:20]=3)[CH:15]=[CH:14][C:8]=2[O:9][C:10]=1[C:11](O)=[O:12])C. The catalyst is C(O)C. The product is [CH:6]1[C:7]2[C:21]3[C:16](=[CH:17][CH:18]=[CH:19][CH:20]=3)[CH:15]=[CH:14][C:8]=2[O:9][C:10]=1[C:11]([NH:2][NH2:3])=[O:12]. The yield is 0.720.